From a dataset of Forward reaction prediction with 1.9M reactions from USPTO patents (1976-2016). Predict the product of the given reaction. (1) Given the reactants [CH2:1]([O:3][C:4](=[O:28])[CH2:5][NH:6][CH2:7][CH2:8][CH2:9][N:10]([CH2:18][C:19]1[CH:27]=[CH:26][C:22]2[O:23][CH2:24][O:25][C:21]=2[CH:20]=1)[C:11]([O:13][C:14]([CH3:17])([CH3:16])[CH3:15])=[O:12])[CH3:2].Cl[C:30]1[S:34][N:33]=[C:32]([N:35]2[CH:39]=[CH:38][N:37]=[CH:36]2)[N:31]=1.CS(C)=O, predict the reaction product. The product is: [CH2:1]([O:3][C:4](=[O:28])[CH2:5][N:6]([CH2:7][CH2:8][CH2:9][N:10]([CH2:18][C:19]1[CH:27]=[CH:26][C:22]2[O:23][CH2:24][O:25][C:21]=2[CH:20]=1)[C:11]([O:13][C:14]([CH3:17])([CH3:16])[CH3:15])=[O:12])[C:30]1[S:34][N:33]=[C:32]([N:35]2[CH:39]=[CH:38][N:37]=[CH:36]2)[N:31]=1)[CH3:2]. (2) The product is: [C:18]([O:17][C@@H:10]([C:4]1[C:5]([CH3:9])=[N:6][C:7]([CH3:8])=[C:2]([C:40]2[CH:39]=[CH:38][C:37]([O:36][CH2:35][CH2:34][C:33]3[CH:32]=[CH:31][C:30]([F:29])=[CH:55][CH:54]=3)=[CH:42][CH:41]=2)[C:3]=1[N:22]1[CH2:27][CH2:26][CH:25]([CH3:28])[CH2:24][CH2:23]1)[C:11]([O:13][CH:14]([CH3:16])[CH3:15])=[O:12])([CH3:21])([CH3:20])[CH3:19]. Given the reactants Br[C:2]1[C:3]([N:22]2[CH2:27][CH2:26][CH:25]([CH3:28])[CH2:24][CH2:23]2)=[C:4]([C@H:10]([O:17][C:18]([CH3:21])([CH3:20])[CH3:19])[C:11]([O:13][CH:14]([CH3:16])[CH3:15])=[O:12])[C:5]([CH3:9])=[N:6][C:7]=1[CH3:8].[F:29][C:30]1[CH:55]=[CH:54][C:33]([CH2:34][CH2:35][O:36][C:37]2[CH:42]=[CH:41][C:40](B3OC(=O)CN(C)CC(=O)O3)=[CH:39][CH:38]=2)=[CH:32][CH:31]=1.[O-]P([O-])([O-])=O.[K+].[K+].[K+], predict the reaction product. (3) The product is: [F:6][C:7]([F:12])([F:11])[C:8]([OH:10])=[O:9].[CH2:13]([NH:17][C:18]([NH:20][C@H:21]1[CH2:29][C@H:28]2[C@:24]([C:32]3[CH:37]=[CH:36][C:35]([O:38][CH3:39])=[C:34]([O:40][CH3:41])[CH:33]=3)([CH2:25][CH2:26][N:27]2[CH2:30][C:31]2[O:47][C:46]([CH3:48])=[CH:45][CH:44]=2)[CH2:23][CH2:22]1)=[S:19])[CH2:14][CH2:15][CH3:16]. Given the reactants N1CCCC1.[F:6][C:7]([F:12])([F:11])[C:8]([OH:10])=[O:9].[CH2:13]([NH:17][C:18]([NH:20][C@H:21]1[CH2:29][C@H:28]2[C@:24]([C:32]3[CH:37]=[CH:36][C:35]([O:38][CH3:39])=[C:34]([O:40][CH3:41])[CH:33]=3)([CH2:25][CH2:26][N:27]2[CH2:30][CH3:31])[CH2:23][CH2:22]1)=[S:19])[CH2:14][CH2:15][CH3:16].CC1[O:47][C:46]([CH:48]=O)=[CH:45][CH:44]=1, predict the reaction product.